Dataset: Forward reaction prediction with 1.9M reactions from USPTO patents (1976-2016). Task: Predict the product of the given reaction. (1) Given the reactants Cl[C:2]([O:4][CH3:5])=[O:3].[NH2:6][C:7]1[CH:8]=[CH:9][C:10]([N:13]2[CH2:30][CH2:29][CH2:28][C@@:15]3([C:19](=[O:20])[N:18]([C:21]4[CH:26]=[CH:25][CH:24]=[CH:23][C:22]=4[Cl:27])[CH2:17][CH2:16]3)[CH2:14]2)=[N:11][CH:12]=1.N1C=CC=CC=1.C(Cl)Cl, predict the reaction product. The product is: [Cl:27][C:22]1[CH:23]=[CH:24][CH:25]=[CH:26][C:21]=1[N:18]1[CH2:17][CH2:16][C@:15]2([CH2:28][CH2:29][CH2:30][N:13]([C:10]3[N:11]=[CH:12][C:7]([NH:6][C:2](=[O:3])[O:4][CH3:5])=[CH:8][CH:9]=3)[CH2:14]2)[C:19]1=[O:20]. (2) Given the reactants [CH3:1][C:2]1[C@@H:19]([O:20][C:21]([C@H:23]([OH:40])[C@@H:24]([NH:31][C:32]([C:34]2[CH:39]=[CH:38][CH:37]=[CH:36][CH:35]=2)=[O:33])[C:25]2[CH:30]=[CH:29][CH:28]=[CH:27][CH:26]=2)=[O:22])[CH2:18][C@:14]2([OH:41])[C:15]([CH3:17])([CH3:16])[C:3]=1[C@@H:4]([O:59][C:60]([CH3:62])=[O:61])[C:5]([C@@:7]1([CH3:58])[C@H:12]([C@@H:13]2[O:42][C:43]([C:45]2[CH:50]=[CH:49][CH:48]=[CH:47][CH:46]=2)=[O:44])[C@:11]2([O:53][C:54]([CH3:56])=[O:55])[CH2:51][O:52][C@@H:10]2[CH2:9][C@H:8]1[OH:57])=[O:6], predict the reaction product. The product is: [CH3:1][C:2]1[C@@H:19]([O:20][C:21]([C@H:23]([OH:40])[C@@H:24]([NH:31][C:32]([C:34]2[CH:35]=[CH:36][CH:37]=[CH:38][CH:39]=2)=[O:33])[C:25]2[CH:30]=[CH:29][CH:28]=[CH:27][CH:26]=2)=[O:22])[CH2:18][C@:14]2([OH:41])[C:15]([CH3:16])([CH3:17])[C:3]=1[C@@H:4]([O:59][C:60]([CH3:62])=[O:61])[C:5]([C@@:7]1([CH3:58])[C@H:12]([C@@H:13]2[O:42][C:43]([C:45]2[CH:46]=[CH:47][CH:48]=[CH:49][CH:50]=2)=[O:44])[C@:11]2([O:53][C:54]([CH3:56])=[O:55])[CH2:51][O:52][C@@H:10]2[CH2:9][C@@H:8]1[OH:57])=[O:6].[CH3:1][C:2]1[C@@H:19]([O:20][C:21]([C@H:23]([OH:40])[C@@H:24]([NH:31][C:32]([C:34]2[CH:39]=[CH:38][CH:37]=[CH:36][CH:35]=2)=[O:33])[C:25]2[CH:26]=[CH:27][CH:28]=[CH:29][CH:30]=2)=[O:22])[CH2:18][C@:14]2([OH:41])[C:15]([CH3:16])([CH3:17])[C:3]=1[C@@H:4]([O:59][C:60]([CH3:62])=[O:61])[C:5]([C@@:7]1([CH3:58])[C@H:12]([C@@H:13]2[O:42][C:43]([C:45]2[CH:50]=[CH:49][CH:48]=[CH:47][CH:46]=2)=[O:44])[C@:11]2([O:53][C:54]([CH3:56])=[O:55])[CH2:51][O:52][C@@H:10]2[CH2:9][C@H:8]1[OH:57])=[O:6].